Dataset: Reaction yield outcomes from USPTO patents with 853,638 reactions. Task: Predict the reaction yield, written as a fraction of the theoretical maximum amount of product (1.0 means a 100% yield; for example, 0.34 means a 34% yield). (1) The reactants are [F:1][C:2]1[CH:7]=[CH:6][CH:5]=[C:4]([F:8])[C:3]=1[N:9]1[C:14]2[N:15]=[C:16](S(C)(=O)=O)[N:17]=[C:18]([C:19]3[CH:20]=[C:21]([CH:28]=[CH:29][C:30]=3[CH3:31])[C:22]([NH:24][CH2:25][CH2:26][CH3:27])=[O:23])[C:13]=2[CH2:12][NH:11][C:10]1=[O:36].Cl.[Cl:38][CH2:39][CH2:40][CH2:41][NH2:42].C(N(CC)CC)C. The catalyst is CN(C=O)C. The product is [Cl:38][CH2:39][CH2:40][CH2:41][NH:42][C:16]1[N:17]=[C:18]([C:19]2[CH:20]=[C:21]([CH:28]=[CH:29][C:30]=2[CH3:31])[C:22]([NH:24][CH2:25][CH2:26][CH3:27])=[O:23])[C:13]2[CH2:12][NH:11][C:10](=[O:36])[N:9]([C:3]3[C:2]([F:1])=[CH:7][CH:6]=[CH:5][C:4]=3[F:8])[C:14]=2[N:15]=1. The yield is 0.470. (2) The reactants are [C:1]([O:5][C:6]([N:8]([C:16]1[CH:17]=[N:18][CH:19]=[CH:20][C:21]=1[N:22]1[CH2:27][C@H:26]([CH3:28])[C@@H:25]([O:29][Si](C(C)(C)C)(C)C)[C@H:24]([NH:37][C:38]([O:40][C:41]([CH3:44])([CH3:43])[CH3:42])=[O:39])[CH2:23]1)[C:9]([O:11][C:12]([CH3:15])([CH3:14])[CH3:13])=[O:10])=[O:7])([CH3:4])([CH3:3])[CH3:2].[F-].C([N+](CCCC)(CCCC)CCCC)CCC. The catalyst is C1COCC1.CCOC(C)=O.O. The product is [C:41]([O:40][C:38]([NH:37][C@H:24]1[C@H:25]([OH:29])[C@@H:26]([CH3:28])[CH2:27][N:22]([C:21]2[CH:20]=[CH:19][N:18]=[CH:17][C:16]=2[N:8]([C:6]([O:5][C:1]([CH3:2])([CH3:4])[CH3:3])=[O:7])[C:9]([O:11][C:12]([CH3:15])([CH3:14])[CH3:13])=[O:10])[CH2:23]1)=[O:39])([CH3:44])([CH3:42])[CH3:43]. The yield is 0.930. (3) The reactants are [CH:1]1[C:10]2[C@H:11]3[CH2:16][NH:15][CH2:14][CH2:13][C@H:12]3[N:8]3[C:9]=2[C:4]([CH2:5][CH2:6][CH2:7]3)=[CH:3][CH:2]=1.Cl[CH2:18][CH2:19][CH2:20][C:21]1[C:25]2[CH:26]=[CH:27][C:28]([F:30])=[CH:29][C:24]=2[O:23][N:22]=1.C([O-])([O-])=O.[K+].[K+]. No catalyst specified. The product is [F:30][C:28]1[CH:27]=[CH:26][C:25]2[C:21]([CH2:20][CH2:19][CH2:18][N:15]3[CH2:14][CH2:13][C@H:12]4[N:8]5[C:9]6[C:4](=[CH:3][CH:2]=[CH:1][C:10]=6[C@H:11]4[CH2:16]3)[CH2:5][CH2:6][CH2:7]5)=[N:22][O:23][C:24]=2[CH:29]=1. The yield is 0.320. (4) The reactants are [O-:1][N+:2]1[C:7]2[CH:8]=[CH:9][CH:10]=[CH:11][C:6]=2[N+:5]([O-:12])=[C:4]([NH:13][CH2:14][CH2:15][CH2:16][CH2:17][CH2:18][CH2:19][NH2:20])[N:3]=1.CO[C:23]1[C:24]2[C:29]([N:30]=[C:31]3[C:36]=1[CH:35]=[CH:34][CH:33]=[CH:32]3)=[CH:28][CH:27]=[CH:26][CH:25]=2. The catalyst is CO. The product is [CH:25]1[C:24]2[C:29](=[N:30][C:31]3[C:36]([C:23]=2[NH:20][CH2:19][CH2:18][CH2:17][CH2:16][CH2:15][CH2:14][NH:13][C:4]2[N:3]=[N+:2]([O-:1])[C:7]4[CH:8]=[CH:9][CH:10]=[CH:11][C:6]=4[N+:5]=2[O-:12])=[CH:35][CH:34]=[CH:33][CH:32]=3)[CH:28]=[CH:27][CH:26]=1. The yield is 0.600. (5) The reactants are [BH4-].[Na+].[CH3:3][N:4]1[C@@H:9]2[C@@H:10]3[O:12][C@H:11]3[C@H:5]1[CH2:6][C@@H:7]([O:13]C([C@@H](C1C=CC=CC=1)CO)=O)[CH2:8]2.Cl. The catalyst is C(O)C.C(OCC)C. The product is [CH3:3][N:4]1[CH:9]2[CH2:8][CH:7]([OH:13])[CH2:6][CH:5]1[CH:11]1[CH:10]2[O:12]1. The yield is 0.500.